Dataset: Full USPTO retrosynthesis dataset with 1.9M reactions from patents (1976-2016). Task: Predict the reactants needed to synthesize the given product. The reactants are: [Br:1][C:2]1[CH:7]=[CH:6][C:5]([C:8](=O)[CH2:9][NH:10][C:11]([C@@H:13]2[CH2:17][CH2:16][CH2:15][N:14]2[C:18]([O:20][C:21]([CH3:24])([CH3:23])[CH3:22])=[O:19])=[O:12])=[CH:4][CH:3]=1.C1C=CC(P(C2C=CC=CC=2)C2C=CC=CC=2)=CC=1.C(N(C(C)C)CC)(C)C.ClC(Cl)(Cl)C(Cl)(Cl)Cl. Given the product [Br:1][C:2]1[CH:3]=[CH:4][C:5]([C:8]2[O:12][C:11]([C@@H:13]3[CH2:17][CH2:16][CH2:15][N:14]3[C:18]([O:20][C:21]([CH3:24])([CH3:22])[CH3:23])=[O:19])=[N:10][CH:9]=2)=[CH:6][CH:7]=1, predict the reactants needed to synthesize it.